This data is from Catalyst prediction with 721,799 reactions and 888 catalyst types from USPTO. The task is: Predict which catalyst facilitates the given reaction. (1) Reactant: [N:1]([CH2:4][CH2:5][O:6][CH2:7][CH2:8][O:9][CH2:10][CH2:11][O:12][CH2:13][CH2:14][O:15][CH2:16][CH2:17][O:18][CH2:19][CH2:20][O:21][CH2:22][CH2:23][C:24]([O:26][C:27]([CH3:30])([CH3:29])[CH3:28])=[O:25])=[N+]=[N-]. Product: [NH2:1][CH2:4][CH2:5][O:6][CH2:7][CH2:8][O:9][CH2:10][CH2:11][O:12][CH2:13][CH2:14][O:15][CH2:16][CH2:17][O:18][CH2:19][CH2:20][O:21][CH2:22][CH2:23][C:24]([O:26][C:27]([CH3:30])([CH3:29])[CH3:28])=[O:25]. The catalyst class is: 19. (2) Reactant: [CH2:1]([N:3]1[CH2:7][CH2:6][CH2:5][C:4]1=[O:8])[CH3:2].[OH2:9].[OH-].[Ba+2].[OH-]. Product: [CH2:1]([NH:3][CH2:7][CH2:6][CH2:5][C:4]([OH:8])=[O:9])[CH3:2]. The catalyst class is: 6. (3) Reactant: [N+:1]([O-:4])(O)=[O:2].[C:5]1([CH2:15][C:16]([OH:18])=[O:17])[CH:10]=[CH:9][CH:8]=[CH:7][C:6]=1[CH2:11][C:12]([OH:14])=[O:13]. Product: [N+:1]([C:9]1[CH:8]=[CH:7][C:6]([CH2:11][C:12]([OH:14])=[O:13])=[C:5]([CH2:15][C:16]([OH:18])=[O:17])[CH:10]=1)([O-:4])=[O:2]. The catalyst class is: 82. (4) Reactant: [CH3:1][N:2]1[C:10]([CH3:12])([CH3:11])[C:9]2[C:4](=[C:5]([N+:13]([O-])=O)[CH:6]=[CH:7][CH:8]=2)[C:3]1=[O:16]. Product: [NH2:13][C:5]1[CH:6]=[CH:7][CH:8]=[C:9]2[C:4]=1[C:3](=[O:16])[N:2]([CH3:1])[C:10]2([CH3:12])[CH3:11]. The catalyst class is: 29. (5) Reactant: [Br:1][C:2]1[CH:3]=[C:4]([C:8](N(OC)C)=[O:9])[CH:5]=[N:6][CH:7]=1.[CH:14]1([Mg]Br)[CH2:16][CH2:15]1. Product: [Br:1][C:2]1[CH:3]=[C:4]([C:8]([CH:14]2[CH2:16][CH2:15]2)=[O:9])[CH:5]=[N:6][CH:7]=1. The catalyst class is: 1.